From a dataset of Forward reaction prediction with 1.9M reactions from USPTO patents (1976-2016). Predict the product of the given reaction. (1) Given the reactants [Br:1][C:2]1[CH:3]=[C:4]([CH:6]=[C:7]([C:9]([F:12])([F:11])[F:10])[CH:8]=1)[NH2:5].[CH3:13][C:14]([O:17][C:18](O[C:18]([O:17][C:14]([CH3:16])([CH3:15])[CH3:13])=[O:19])=[O:19])([CH3:16])[CH3:15], predict the reaction product. The product is: [C:14]([O:17][C:18](=[O:19])[NH:5][C:4]1[CH:6]=[C:7]([C:9]([F:10])([F:11])[F:12])[CH:8]=[C:2]([Br:1])[CH:3]=1)([CH3:16])([CH3:15])[CH3:13]. (2) Given the reactants [C:1]1([CH2:7][C:8]([NH:10][C:11]([NH:13][C:14]2[CH:19]=[CH:18][C:17]([O:20][C:21]3[N:29]=[CH:28][N:27]=[C:26]4[C:22]=3[N:23]=[CH:24][N:25]4C3CCCCO3)=[CH:16][CH:15]=2)=[S:12])=[O:9])[CH:6]=[CH:5][CH:4]=[CH:3][CH:2]=1.Cl.CCOCC, predict the reaction product. The product is: [C:1]1([CH2:7][C:8]([NH:10][C:11]([NH:13][C:14]2[CH:15]=[CH:16][C:17]([O:20][C:21]3[N:29]=[CH:28][N:27]=[C:26]4[C:22]=3[N:23]=[CH:24][NH:25]4)=[CH:18][CH:19]=2)=[S:12])=[O:9])[CH:6]=[CH:5][CH:4]=[CH:3][CH:2]=1. (3) The product is: [CH:1]1([C:7]([NH:9][C:10]2[CH:11]=[C:12]([CH:17]3[C:26]([CH3:28])([CH3:27])[CH2:25][C:24]4[C:19](=[CH:20][CH:21]=[C:22]([C:29]([OH:31])=[O:30])[CH:23]=4)[NH:18]3)[CH:13]=[CH:14][C:15]=2[F:16])=[O:8])[CH2:6][CH2:5][CH2:4][CH2:3][CH2:2]1. Given the reactants [CH:1]1([C:7]([NH:9][C:10]2[CH:11]=[C:12]([CH:17]3[C:26]([CH3:28])([CH3:27])[CH2:25][C:24]4[C:19](=[CH:20][CH:21]=[C:22]([C:29]([O:31]C)=[O:30])[CH:23]=4)[NH:18]3)[CH:13]=[CH:14][C:15]=2[F:16])=[O:8])[CH2:6][CH2:5][CH2:4][CH2:3][CH2:2]1.[OH-].[Na+], predict the reaction product. (4) Given the reactants [CH3:1][N:2]1[CH2:7][CH2:6][NH:5][CH2:4][CH2:3]1.Br[CH2:9][C:10]1[CH:20]=[CH:19][C:13]([C:14]([O:16][CH2:17][CH3:18])=[O:15])=[CH:12][C:11]=1[C:21]([F:24])([F:23])[F:22].C(=O)([O-])[O-].[K+].[K+], predict the reaction product. The product is: [CH3:1][N:2]1[CH2:7][CH2:6][N:5]([CH2:9][C:10]2[CH:20]=[CH:19][C:13]([C:14]([O:16][CH2:17][CH3:18])=[O:15])=[CH:12][C:11]=2[C:21]([F:22])([F:24])[F:23])[CH2:4][CH2:3]1.